From a dataset of Forward reaction prediction with 1.9M reactions from USPTO patents (1976-2016). Predict the product of the given reaction. Given the reactants [Cl:1][C:2]1[CH:7]=[CH:6][C:5]([C:8]2[CH:9]=[C:10]3[CH:25]([NH:26][C:27]([NH:29][NH2:30])=[O:28])[CH2:24][C:23]([CH3:32])([CH3:31])[O:22][C:11]3=[N:12][C:13]=2[C:14]2[CH:19]=[CH:18][C:17]([Cl:20])=[CH:16][C:15]=2[Cl:21])=[CH:4][CH:3]=1.[C:33](O)(=O)C.C(N)=N.CC(O)=O, predict the reaction product. The product is: [Cl:1][C:2]1[CH:7]=[CH:6][C:5]([C:8]2[CH:9]=[C:10]3[CH:25]([N:26]4[CH:33]=[N:30][NH:29][C:27]4=[O:28])[CH2:24][C:23]([CH3:32])([CH3:31])[O:22][C:11]3=[N:12][C:13]=2[C:14]2[CH:19]=[CH:18][C:17]([Cl:20])=[CH:16][C:15]=2[Cl:21])=[CH:4][CH:3]=1.